This data is from Reaction yield outcomes from USPTO patents with 853,638 reactions. The task is: Predict the reaction yield, written as a fraction of the theoretical maximum amount of product (1.0 means a 100% yield; for example, 0.34 means a 34% yield). (1) The reactants are [Cl:1][C:2]1[CH:3]=[C:4](I)[C:5]([CH3:16])=[C:6]([NH:8][C:9](=[O:15])[O:10][C:11]([CH3:14])([CH3:13])[CH3:12])[CH:7]=1.[CH3:18][C:19]([OH:23])([C:21]#[CH:22])[CH3:20]. The catalyst is C(#N)C.[Cu]I.[Pd](Cl)Cl.C1(P(C2C=CC=CC=2)C2C=CC=CC=2)C=CC=CC=1. The product is [Cl:1][C:2]1[CH:3]=[C:4]([C:22]#[C:21][C:19]([OH:23])([CH3:20])[CH3:18])[C:5]([CH3:16])=[C:6]([NH:8][C:9](=[O:15])[O:10][C:11]([CH3:14])([CH3:13])[CH3:12])[CH:7]=1. The yield is 0.940. (2) The catalyst is ClCCl. The product is [OH:3][C:4]1[CH:5]=[C:6]2[C:11](=[CH:12][CH:13]=1)[CH:10]=[C:9]([C:14](=[O:16])[CH3:15])[CH:8]=[CH:7]2. The yield is 0.890. The reactants are Cl.C[O:3][C:4]1[CH:5]=[C:6]2[C:11](=[CH:12][CH:13]=1)[CH:10]=[C:9]([C:14](=[O:16])[CH3:15])[CH:8]=[CH:7]2. (3) The reactants are [CH3:1][N:2]([CH2:7][CH2:8][CH2:9][NH2:10])[CH2:3][CH2:4][CH2:5][NH2:6].[CH3:11][C:12]([O:15][C:16](O[C:16]([O:15][C:12]([CH3:14])([CH3:13])[CH3:11])=[O:17])=[O:17])([CH3:14])[CH3:13]. The catalyst is C1COCC1. The product is [NH2:6][CH2:5][CH2:4][CH2:3][N:2]([CH3:1])[CH2:7][CH2:8][CH2:9][NH:10][C:16](=[O:17])[O:15][C:12]([CH3:14])([CH3:13])[CH3:11]. The yield is 0.270. (4) The reactants are [CH2:1]([Zn]CC)C.C1(C)C=CC=CC=1.ClCI.[CH3:16]/[C:17](=[CH:20]/[CH:21]([C:23]1[CH:28]=[CH:27][CH:26]=[C:25]([CH3:29])[CH:24]=1)[CH3:22])/[CH2:18][OH:19].S(=O)(=O)(O)O. No catalyst specified. The product is [CH3:16][C@:17]1([CH2:18][OH:19])[CH2:1][C@H:20]1[C@H:21]([C:23]1[CH:28]=[CH:27][CH:26]=[C:25]([CH3:29])[CH:24]=1)[CH3:22]. The yield is 0.700. (5) The reactants are [CH3:1][C:2]1[CH:11]=[CH:10][CH:9]=[C:8]2[C:3]=1[C:4](=[O:46])[N:5]([C:32]1[CH:33]=[C:34](OS(C(F)(F)F)(=O)=O)[CH:35]=[CH:36][CH:37]=1)[C:6]([CH:12]([NH:14][C:15]1[N:23]=[CH:22][N:21]=[C:20]3[C:16]=1[N:17]=[CH:18][N:19]3[CH2:24][O:25][CH2:26][CH2:27][Si:28]([CH3:31])([CH3:30])[CH3:29])[CH3:13])=[N:7]2.[CH3:47][N:48](C=O)C. The catalyst is C1C=CC([P]([Pd]([P](C2C=CC=CC=2)(C2C=CC=CC=2)C2C=CC=CC=2)([P](C2C=CC=CC=2)(C2C=CC=CC=2)C2C=CC=CC=2)[P](C2C=CC=CC=2)(C2C=CC=CC=2)C2C=CC=CC=2)(C2C=CC=CC=2)C2C=CC=CC=2)=CC=1.[C-]#N.[Zn+2].[C-]#N. The product is [CH3:1][C:2]1[CH:11]=[CH:10][CH:9]=[C:8]2[C:3]=1[C:4](=[O:46])[N:5]([C:32]1[CH:33]=[C:34]([CH:35]=[CH:36][CH:37]=1)[C:47]#[N:48])[C:6]([CH:12]([NH:14][C:15]1[N:23]=[CH:22][N:21]=[C:20]3[C:16]=1[N:17]=[CH:18][N:19]3[CH2:24][O:25][CH2:26][CH2:27][Si:28]([CH3:30])([CH3:29])[CH3:31])[CH3:13])=[N:7]2. The yield is 0.660. (6) The reactants are [NH2:1][C:2]1[N:10]=[C:9]2[C:5]([N:6]=[CH:7][N:8]2[C@H:11]2[C@H:16]3[C@H:17]([OH:18])[C@:13]([CH2:19][OH:20])([CH2:14][O:15]3)[O:12]2)=[C:4]([NH2:21])[N:3]=1.[C:22](Cl)(=[O:29])[C:23]1[CH:28]=[CH:27][CH:26]=[CH:25][CH:24]=1.[CH2:31]([OH:33])[CH3:32].[OH-].[Na+]. The catalyst is N1C=CC=CC=1.CCOC(C)=O. The product is [C:22]([NH:1][C:2]1[N:10]=[C:9]2[C:5]([N:6]=[CH:7][N:8]2[C@H:11]2[C@H:16]3[C@H:17]([OH:18])[C@:13]([CH2:19][OH:20])([CH2:14][O:15]3)[O:12]2)=[C:4]([NH:21][C:31](=[O:33])[C:32]2[CH:14]=[CH:13][CH:17]=[CH:16][CH:11]=2)[N:3]=1)(=[O:29])[C:23]1[CH:28]=[CH:27][CH:26]=[CH:25][CH:24]=1. The yield is 0.620. (7) The reactants are Cl[C:2]1[C:11]2[C:6](=[CH:7][C:8]([O:14][CH2:15][CH2:16][CH2:17][N:18]3[CH2:23][CH2:22][N:21]([CH3:24])[CH2:20][CH2:19]3)=[C:9]([O:12][CH3:13])[CH:10]=2)[N:5]=[CH:4][C:3]=1[C:25]#[N:26].[Br:27][C:28]1[C:33]([OH:34])=[C:32]2[O:35][CH2:36][O:37][C:31]2=[CH:30][CH:29]=1. No catalyst specified. The product is [Br:27][C:28]1[C:33]([O:34][C:2]2[C:11]3[C:6](=[CH:7][C:8]([O:14][CH2:15][CH2:16][CH2:17][N:18]4[CH2:23][CH2:22][N:21]([CH3:24])[CH2:20][CH2:19]4)=[C:9]([O:12][CH3:13])[CH:10]=3)[N:5]=[CH:4][C:3]=2[C:25]#[N:26])=[C:32]2[O:35][CH2:36][O:37][C:31]2=[CH:30][CH:29]=1. The yield is 0.520. (8) The reactants are [C:1]([C:3]1[C:7]([CH:8]=[O:9])=[C:6]([C:10]2[N:14]=[CH:13][N:12]([CH:15]3[CH2:20][CH2:19][CH2:18][CH2:17][O:16]3)[N:11]=2)[S:5][C:4]=1[C:21]1[CH:26]=[CH:25][N:24]=[C:23]([NH:27][C:28](=[O:31])[O:29][CH3:30])[CH:22]=1)#[N:2].[Cl:32][C:33]1[CH:38]=[CH:37][C:36]([Mg]Br)=[CH:35][CH:34]=1.CCOCC.C(O)(=O)C. The catalyst is O1CCCC1.CO.C(Cl)Cl. The product is [Cl:32][C:33]1[CH:38]=[CH:37][C:36]([CH:8]([OH:9])[C:7]2[C:3]([C:1]#[N:2])=[C:4]([C:21]3[CH:26]=[CH:25][N:24]=[C:23]([NH:27][C:28](=[O:31])[O:29][CH3:30])[CH:22]=3)[S:5][C:6]=2[C:10]2[N:14]=[CH:13][N:12]([CH:15]3[CH2:20][CH2:19][CH2:18][CH2:17][O:16]3)[N:11]=2)=[CH:35][CH:34]=1. The yield is 0.820. (9) The reactants are [O:1]=[C:2]1[CH:7]=[CH:6][N:5]([C:8]2[CH:13]=[CH:12][CH:11]=[C:10]([C:14]([F:17])([F:16])[F:15])[CH:9]=2)[N:4]=[C:3]1[C:18]([NH:20][NH2:21])=O.CO[C:24](OC)(N(C)C)[CH3:25].C(O)(=O)C.[NH2:35][C:36]1[CH:41]=[CH:40][CH:39]=[CH:38][CH:37]=1. The catalyst is C(#N)C. The product is [CH3:24][C:25]1[N:35]([C:36]2[CH:41]=[CH:40][CH:39]=[CH:38][CH:37]=2)[C:18]([C:3]2[C:2](=[O:1])[CH:7]=[CH:6][N:5]([C:8]3[CH:13]=[CH:12][CH:11]=[C:10]([C:14]([F:17])([F:16])[F:15])[CH:9]=3)[N:4]=2)=[N:20][N:21]=1. The yield is 0.460.